This data is from Forward reaction prediction with 1.9M reactions from USPTO patents (1976-2016). The task is: Predict the product of the given reaction. (1) Given the reactants [CH2:1]([O:3][C:4]([C:6]1([C:9]2[CH:14]=[CH:13][C:12]([C:15]3[CH:20]=[CH:19][C:18]([C:21]4[S:22][C:23]([Cl:29])=[CH:24][C:25]=4C(=O)N)=[CH:17][CH:16]=3)=[CH:11][CH:10]=2)[CH2:8][CH2:7]1)=[O:5])[CH3:2].[C:30]1([CH3:39])[CH:35]=[CH:34][CH:33]=[CH:32][C:31]=1[C@H:36]([OH:38])[CH3:37].[N:40]1[CH:45]=CC=CC=1.FC(F)(F)C(OI(C1C=CC=CC=1)OC(=O)C(F)(F)F)=[O:49], predict the reaction product. The product is: [CH2:1]([O:3][C:4]([C:6]1([C:9]2[CH:10]=[CH:11][C:12]([C:15]3[CH:20]=[CH:19][C:18]([C:21]4[S:22][C:23]([Cl:29])=[CH:24][C:25]=4[NH:40][C:45]([O:38][C@@H:36]([C:31]4[CH:32]=[CH:33][CH:34]=[CH:35][C:30]=4[CH3:39])[CH3:37])=[O:49])=[CH:17][CH:16]=3)=[CH:13][CH:14]=2)[CH2:8][CH2:7]1)=[O:5])[CH3:2]. (2) Given the reactants [CH3:1][O:2][C:3]1[C:18]2[CH2:17][NH:16][C:15](=[O:19])[C:14]3[CH:20]=[CH:21][CH:22]=[C:23]([N+:24]([O-])=O)[C:13]=3[CH2:12][CH:11]=[CH:10][CH2:9][CH2:8][C:7]=2[CH:6]=[C:5]([CH3:27])[N:4]=1.CC(O)=O, predict the reaction product. The product is: [NH2:24][C:23]1[C:13]2[CH2:12][CH:11]=[CH:10][CH2:9][CH2:8][C:7]3[CH:6]=[C:5]([CH3:27])[N:4]=[C:3]([O:2][CH3:1])[C:18]=3[CH2:17][NH:16][C:15](=[O:19])[C:14]=2[CH:20]=[CH:21][CH:22]=1. (3) Given the reactants [OH:1][CH2:2][C:3]([CH2:12][O:13][CH3:14])([C:6]([CH3:11])([CH3:10])[CH:7]([CH3:9])[CH3:8])[CH2:4][OH:5].CO[C:17](OC)([CH3:19])[CH3:18].C1(C)C=CC(S(O)(=O)=O)=CC=1.C(=O)([O-])O.[Na+], predict the reaction product. The product is: [CH3:14][O:13][CH2:12][C:3]1([C:6]([CH:7]([CH3:9])[CH3:8])([CH3:10])[CH3:11])[CH2:2][O:1][C:17]([CH3:19])([CH3:18])[O:5][CH2:4]1. (4) Given the reactants [N:1]1[CH:6]=[CH:5][CH:4]=[C:3]([C:7]([N:9]2[CH2:26][CH2:25][C:12]3([CH2:17][CH2:16][N:15](C(OC(C)(C)C)=O)[CH2:14][CH2:13]3)[CH2:11][CH2:10]2)=[O:8])[CH:2]=1, predict the reaction product. The product is: [N:1]1[CH:6]=[CH:5][CH:4]=[C:3]([C:7]([N:9]2[CH2:10][CH2:11][C:12]3([CH2:17][CH2:16][NH:15][CH2:14][CH2:13]3)[CH2:25][CH2:26]2)=[O:8])[CH:2]=1. (5) Given the reactants Br[C:2]1[S:6][C:5]([NH:7][C:8]([NH:10][C:11]2[C:16]([Cl:17])=[CH:15][C:14]([O:18][C:19]([F:22])([F:21])[F:20])=[CH:13][C:12]=2[Cl:23])=[O:9])=[C:4]([C:24]([O:26][C:27]([CH3:30])([CH3:29])[CH3:28])=[O:25])[CH:3]=1.[F:31][C:32]([F:44])([F:43])[O:33][C:34]1[CH:39]=[CH:38][C:37](B(O)O)=[CH:36][CH:35]=1.C([O-])([O-])=O.[Na+].[Na+], predict the reaction product. The product is: [Cl:23][C:12]1[CH:13]=[C:14]([O:18][C:19]([F:22])([F:21])[F:20])[CH:15]=[C:16]([Cl:17])[C:11]=1[NH:10][C:8]([NH:7][C:5]1[S:6][C:2]([C:37]2[CH:36]=[CH:35][C:34]([O:33][C:32]([F:31])([F:43])[F:44])=[CH:39][CH:38]=2)=[CH:3][C:4]=1[C:24]([O:26][C:27]([CH3:30])([CH3:29])[CH3:28])=[O:25])=[O:9].